Dataset: Catalyst prediction with 721,799 reactions and 888 catalyst types from USPTO. Task: Predict which catalyst facilitates the given reaction. (1) Reactant: C=O.[C:3](O[BH-](OC(=O)C)OC(=O)C)(=O)C.[Na+].[F:17][CH:18]([F:52])[C:19]1[N:23]([C:24]2[N:29]=[C:28]([C:30]3[CH:35]=[CH:34][C:33]([N:36]4[CH2:41][CH2:40][NH:39][CH2:38][CH2:37]4)=[CH:32][CH:31]=3)[CH:27]=[C:26]([N:42]3[CH2:47][CH2:46][O:45][CH2:44][CH2:43]3)[N:25]=2)[C:22]2[CH:48]=[CH:49][CH:50]=[CH:51][C:21]=2[N:20]=1.C(O)(=O)C. The catalyst class is: 2. Product: [F:52][CH:18]([F:17])[C:19]1[N:23]([C:24]2[N:29]=[C:28]([C:30]3[CH:35]=[CH:34][C:33]([N:36]4[CH2:37][CH2:38][N:39]([CH3:3])[CH2:40][CH2:41]4)=[CH:32][CH:31]=3)[CH:27]=[C:26]([N:42]3[CH2:43][CH2:44][O:45][CH2:46][CH2:47]3)[N:25]=2)[C:22]2[CH:48]=[CH:49][CH:50]=[CH:51][C:21]=2[N:20]=1. (2) Reactant: C([N:14]1[CH2:17][CH:16]([O:18][CH:19]([C:27]2[CH:32]=[CH:31][C:30]([Cl:33])=[CH:29][CH:28]=2)[C:20]2[CH:25]=[CH:24][CH:23]=[CH:22][C:21]=2[Cl:26])[CH2:15]1)(C1C=CC=CC=1)C1C=CC=CC=1.ClC(OC(Cl)=O)C. Product: [ClH:26].[Cl:26][C:21]1[CH:22]=[CH:23][CH:24]=[CH:25][C:20]=1[CH:19]([O:18][CH:16]1[CH2:17][NH:14][CH2:15]1)[C:27]1[CH:28]=[CH:29][C:30]([Cl:33])=[CH:31][CH:32]=1. The catalyst class is: 4. (3) Reactant: Br.[CH2:2]([N:4]([CH2:7][CH2:8]Br)[CH2:5][CH3:6])[CH3:3].C(=O)(O)[O-].[Na+].[Na][Na].[CH3:17][C:18]1([CH3:33])[S:22][CH:21]2[CH:23]([C:27]([OH:29])=[O:28])[NH:24][C:25](=[O:26])[N:20]2[CH:19]1[C:30]([OH:32])=[O:31]. The catalyst class is: 18. Product: [CH3:17][C:18]1([CH3:33])[S:22][C@@H:21]2[C@@H:23]([C:27]([O:29][CH2:8][CH2:7][N:4]([CH2:2][CH3:3])[CH2:5][CH3:6])=[O:28])[NH:24][C:25](=[O:26])[N:20]2[C@H:19]1[C:30]([O:32][CH2:3][CH2:2][N:4]([CH2:7][CH3:8])[CH2:5][CH3:6])=[O:31]. (4) Reactant: [C:1]1([C:7]2[N:11]=[C:10]([N:12]3[CH2:17][CH2:16][NH:15][CH2:14][CH2:13]3)[S:9][N:8]=2)[CH:6]=[CH:5][CH:4]=[CH:3][CH:2]=1.C(N(CC)CC)C.[N:25]([C:28]1[CH:37]=[CH:36][C:31]2[O:32][CH2:33][CH2:34][O:35][C:30]=2[CH:29]=1)=[C:26]=[O:27]. Product: [O:32]1[C:31]2[CH:36]=[CH:37][C:28]([NH:25][C:26]([N:15]3[CH2:16][CH2:17][N:12]([C:10]4[S:9][N:8]=[C:7]([C:1]5[CH:2]=[CH:3][CH:4]=[CH:5][CH:6]=5)[N:11]=4)[CH2:13][CH2:14]3)=[O:27])=[CH:29][C:30]=2[O:35][CH2:34][CH2:33]1. The catalyst class is: 7. (5) Reactant: [H-].[H-].[H-].[H-].[Li+].[Al+3].[N+:7]([CH:10]=[CH:11][C:12]1[C:20]2[C:15](=[CH:16][CH:17]=[CH:18][C:19]=2[O:21][CH3:22])[NH:14][CH:13]=1)([O-])=O. Product: [CH3:22][O:21][C:19]1[CH:18]=[CH:17][CH:16]=[C:15]2[C:20]=1[C:12]([CH2:11][CH2:10][NH2:7])=[CH:13][NH:14]2. The catalyst class is: 1. (6) Reactant: [CH3:1][O:2][C:3](=[O:12])[C:4]1[CH:9]=[CH:8][C:7]([CH3:10])=[C:6]([NH2:11])[CH:5]=1.[N:13]([O-])=O.[Na+]. Product: [CH3:1][O:2][C:3]([C:4]1[CH:5]=[C:6]2[C:7]([CH:10]=[N:13][NH:11]2)=[CH:8][CH:9]=1)=[O:12]. The catalyst class is: 313. (7) Reactant: [F:1][C:2]1[CH:3]=[C:4]([N:9]2[C:13]([CH3:15])([CH3:14])[C:12](=[O:16])[N:11]([C:17]3[CH:24]=[CH:23][C:20]([C:21]#[N:22])=[C:19]([C:25]([F:28])([F:27])[F:26])[CH:18]=3)[C:10]2=[S:29])[CH:5]=[CH:6][C:7]=1[OH:8].CC1C=CC(S(O[CH:41]2[CH2:46][CH2:45][S:44](=[O:48])(=[O:47])[CH2:43][CH2:42]2)(=O)=O)=CC=1.C(=O)([O-])[O-].[Cs+].[Cs+].CN(C)C(=O)C. Product: [O:47]=[S:44]1(=[O:48])[CH2:45][CH2:46][CH:41]([O:8][C:7]2[CH:6]=[CH:5][C:4]([N:9]3[C:13]([CH3:14])([CH3:15])[C:12](=[O:16])[N:11]([C:17]4[CH:24]=[CH:23][C:20]([C:21]#[N:22])=[C:19]([C:25]([F:26])([F:27])[F:28])[CH:18]=4)[C:10]3=[S:29])=[CH:3][C:2]=2[F:1])[CH2:42][CH2:43]1. The catalyst class is: 6. (8) Reactant: C(N(CC)CC)C.[C:8]([C:11]1[CH:12]=[C:13]([C:24]([CH3:27])([CH3:26])[CH3:25])[C:14]2[O:19][CH2:18][CH2:17][N:16]([CH2:20][C:21]#[N:22])[C:15]=2[CH:23]=1)(=[O:10])[CH3:9].[Br:28]N1C(=O)CCC1=O.C(OCC)(=O)C. Product: [Br:28][CH2:9][C:8]([C:11]1[CH:12]=[C:13]([C:24]([CH3:27])([CH3:26])[CH3:25])[C:14]2[O:19][CH2:18][CH2:17][N:16]([CH2:20][C:21]#[N:22])[C:15]=2[CH:23]=1)=[O:10]. The catalyst class is: 7. (9) Reactant: C[O:2][C:3]1[CH:8]=[CH:7][C:6]([C:9]2[C:10]3[CH:17]=[CH:16][CH:15]=[CH:14][C:11]=3[S:12][CH:13]=2)=[CH:5][CH:4]=1.ClCCl.B(Br)(Br)Br.O. Product: [S:12]1[CH:13]=[C:9]([C:6]2[CH:5]=[CH:4][C:3]([OH:2])=[CH:8][CH:7]=2)[C:10]2[CH:17]=[CH:16][CH:15]=[CH:14][C:11]1=2. The catalyst class is: 194.